Dataset: Forward reaction prediction with 1.9M reactions from USPTO patents (1976-2016). Task: Predict the product of the given reaction. (1) Given the reactants [F:1][C:2]1[CH:3]=[C:4]([S:8]([N:11]2[C:19]3[C:14](=[CH:15][CH:16]=[C:17]([C:20]([NH:22][C:23]4[CH:31]=[CH:30][C:26]([C:27]([OH:29])=[O:28])=[CH:25][CH:24]=4)=[O:21])[CH:18]=3)[CH2:13][CH2:12]2)(=[O:10])=[O:9])[CH:5]=[CH:6][CH:7]=1.F[C:33]1C=C(S(Cl)(=O)=O)C=C[CH:38]=1, predict the reaction product. The product is: [CH2:33]([O:28][C:27](=[O:29])[C:26]1[CH:25]=[CH:24][C:23]([NH:22][C:20]([C:17]2[CH:18]=[C:19]3[C:14]([CH2:13][CH2:12][N:11]3[S:8]([C:4]3[CH:5]=[CH:6][CH:7]=[C:2]([F:1])[CH:3]=3)(=[O:10])=[O:9])=[CH:15][CH:16]=2)=[O:21])=[CH:31][CH:30]=1)[CH3:38]. (2) Given the reactants [OH:1][C:2]1[C:3]([CH3:18])=[C:4]2[C:9](=[C:10]([CH3:13])[C:11]=1[CH3:12])[O:8][C:7]([CH3:17])([C:14]([NH2:16])=[O:15])[CH2:6][CH2:5]2.[O:19]=[N+]([O-])[O-].[O-][N+](=O)[O-].[O-][N+](=O)[O-].[O-][N+](=O)[O-].[O-][N+](=O)[O-].[O-][N+](=O)[O-].[Ce+4].[NH4+].[NH4+], predict the reaction product. The product is: [OH:19][C:7]([CH3:17])([CH2:6][CH2:5][C:4]1[C:9](=[O:8])[C:10]([CH3:13])=[C:11]([CH3:12])[C:2](=[O:1])[C:3]=1[CH3:18])[C:14]([NH2:16])=[O:15]. (3) The product is: [NH2:1][C:4]1[CH:5]=[CH:6][C:7]2[O:12][C@:11]([CH3:18])([CH:13]([O:14][CH3:15])[O:16][CH3:17])[C@@H:10]([OH:19])[C@H:9]([N:20]([C:28]3[CH:29]=[CH:30][C:31]([Cl:34])=[CH:32][CH:33]=3)[CH2:21][C:22]3[N:23]=[N:24][N:25]([CH3:27])[N:26]=3)[C:8]=2[CH:35]=1. Given the reactants [N+:1]([C:4]1[CH:5]=[CH:6][C:7]2[O:12][C@:11]([CH3:18])([CH:13]([O:16][CH3:17])[O:14][CH3:15])[C@@H:10]([OH:19])[C@H:9]([N:20]([C:28]3[CH:33]=[CH:32][C:31]([Cl:34])=[CH:30][CH:29]=3)[CH2:21][C:22]3[N:23]=[N:24][N:25]([CH3:27])[N:26]=3)[C:8]=2[CH:35]=1)([O-])=O.[BH4-].[Na+].C(OCC)(=O)C, predict the reaction product. (4) Given the reactants [O:1]1[C:6]2[CH:7]=[CH:8][CH:9]=[CH:10][C:5]=2[O:4][CH2:3][C@@H:2]1[CH2:11][N:12]1[CH2:17][CH2:16][CH2:15][C@H:14]([C:18]2[CH:19]=[C:20](OS(C(F)(F)F)(=O)=O)[CH:21]=[CH:22][CH:23]=2)[CH2:13]1.C([Sn]([C:45]#[N:46])(CCCC)CCCC)CCC, predict the reaction product. The product is: [O:1]1[C:6]2[CH:7]=[CH:8][CH:9]=[CH:10][C:5]=2[O:4][CH2:3][C@@H:2]1[CH2:11][N:12]1[CH2:17][CH2:16][CH2:15][C@H:14]([C:18]2[CH:19]=[C:20]([CH:21]=[CH:22][CH:23]=2)[C:45]#[N:46])[CH2:13]1. (5) Given the reactants [NH:1]1[CH:5]=[CH:4][CH:3]=[N:2]1.CC(C)([O-])C.[K+].F[C:13]1[CH:18]=[CH:17][C:16]([C:19]([F:22])([F:21])[F:20])=[CH:15][C:14]=1[N+:23]([O-:25])=[O:24].[Cl-].[NH4+], predict the reaction product. The product is: [N+:23]([C:14]1[CH:15]=[C:16]([C:19]([F:20])([F:21])[F:22])[CH:17]=[CH:18][C:13]=1[N:1]1[CH:5]=[CH:4][CH:3]=[N:2]1)([O-:25])=[O:24]. (6) The product is: [CH:17]1([C:20]2[N:42]=[C:23]3[N:24]=[C:25]([C:34]4[CH:41]=[CH:40][C:37]([CH2:38][N:1]5[CH2:4][CH:3]([C:5]6[N:6]=[C:7]([C:10]7[CH:15]=[CH:14][CH:13]=[C:12]([CH3:16])[N:11]=7)[NH:8][N:9]=6)[CH2:2]5)=[CH:36][CH:35]=4)[C:26]([C:28]4[CH:33]=[CH:32][CH:31]=[CH:30][CH:29]=4)=[CH:27][N:22]3[N:21]=2)[CH2:19][CH2:18]1. Given the reactants [NH:1]1[CH2:4][CH:3]([C:5]2[NH:9][N:8]=[C:7]([C:10]3[CH:15]=[CH:14][CH:13]=[C:12]([CH3:16])[N:11]=3)[N:6]=2)[CH2:2]1.[CH:17]1([C:20]2[N:42]=[C:23]3[N:24]=[C:25]([C:34]4[CH:41]=[CH:40][C:37]([CH:38]=O)=[CH:36][CH:35]=4)[C:26]([C:28]4[CH:33]=[CH:32][CH:31]=[CH:30][CH:29]=4)=[CH:27][N:22]3[N:21]=2)[CH2:19][CH2:18]1, predict the reaction product.